Predict which catalyst facilitates the given reaction. From a dataset of Catalyst prediction with 721,799 reactions and 888 catalyst types from USPTO. (1) Reactant: [Cl:1][C:2]1[CH:7]=[CH:6][C:5]([C:8]2[N:12]([C:13]3[CH:18]=[CH:17][C:16]([S:19]([NH2:22])(=[O:21])=[O:20])=[CH:15][CH:14]=3)[N:11]=[C:10]([CH2:23]O)[CH:9]=2)=[CH:4][CH:3]=1.[Cl-:25].[Cl-].[Li+].C(N(CC)CC)C. Product: [Cl:1][C:2]1[CH:7]=[CH:6][C:5]([C:8]2[N:12]([C:13]3[CH:18]=[CH:17][C:16]([S:19]([NH2:22])(=[O:21])=[O:20])=[CH:15][CH:14]=3)[N:11]=[C:10]([CH2:23][Cl:25])[CH:9]=2)=[CH:4][CH:3]=1. The catalyst class is: 54. (2) Reactant: O[CH:2]=[C:3]1[C:11]2[C:6](=[CH:7][CH:8]=[C:9]([C:12]([C:14]3[CH:15]=[C:16]([NH:20][C:21]([C:23]4[N:24]([CH2:29][CH3:30])[N:25]=[C:26]([CH3:28])[CH:27]=4)=[O:22])[CH:17]=[CH:18][CH:19]=3)=[O:13])[CH:10]=2)[NH:5][C:4]1=[O:31].[NH2:32][C:33]1[CH:38]=[CH:37][C:36]([CH2:39][C:40]([OH:42])=[O:41])=[CH:35][CH:34]=1. Product: [CH2:29]([N:24]1[C:23]([C:21]([NH:20][C:16]2[CH:15]=[C:14]([CH:19]=[CH:18][CH:17]=2)[C:12]([C:9]2[CH:8]=[C:7]3[C:6](=[CH:11][CH:10]=2)[NH:5][C:4](=[O:31])[C:3]3=[CH:2][NH:32][C:33]2[CH:34]=[CH:35][C:36]([CH2:39][C:40]([OH:42])=[O:41])=[CH:37][CH:38]=2)=[O:13])=[O:22])=[CH:27][C:26]([CH3:28])=[N:25]1)[CH3:30]. The catalyst class is: 1. (3) Reactant: [NH2:1][C:2]1[CH:6]=[CH:5][NH:4][N:3]=1.F[C:8]1[C:13]([F:14])=[C:12]([I:15])[CH:11]=[CH:10][N:9]=1.C(=O)([O-])[O-].[K+].[K+].CS(C)=O. Product: [F:14][C:13]1[C:8]([N:4]2[CH:5]=[CH:6][C:2]([NH2:1])=[N:3]2)=[N:9][CH:10]=[CH:11][C:12]=1[I:15]. The catalyst class is: 6. (4) Reactant: C([O:5][C:6]([NH:8][CH2:9][CH2:10][C:11]([OH:13])=O)=[O:7])(C)(C)C.N1C2C(=NC=CC=2)N(O)N=1.C(Cl)CCl.CN1CCOCC1.[NH2:35][C:36]([C:44]1[CH:51]=[CH:50][C:47]([C:48]#[N:49])=[C:46]([F:52])[CH:45]=1)([C:38]1[N:39]([CH3:43])[CH:40]=[N:41][CH:42]=1)[CH3:37]. Product: [C:48]([C:47]1[CH:50]=[CH:51][C:44]([C:36]([NH:35][C:11]([CH2:10][CH2:9][NH:8][C:6](=[O:7])[OH:5])=[O:13])([C:38]2[N:39]([CH3:43])[CH:40]=[N:41][CH:42]=2)[CH3:37])=[CH:45][C:46]=1[F:52])#[N:49]. The catalyst class is: 3. (5) Reactant: [CH:1]1([O:6][C:7](=[O:33])[C@@H:8]([NH:25]C(OC(C)(C)C)=O)[CH2:9][CH2:10][O:11][C:12]2[CH:21]=[C:20]3[C:15]([C:16]([Cl:22])=[CH:17][CH:18]=[N:19]3)=[CH:14][C:13]=2[O:23][CH3:24])[CH2:5][CH2:4][CH2:3][CH2:2]1.C(O)(C(F)(F)F)=O. Product: [CH:1]1([O:6][C:7](=[O:33])[C@@H:8]([NH2:25])[CH2:9][CH2:10][O:11][C:12]2[CH:21]=[C:20]3[C:15]([C:16]([Cl:22])=[CH:17][CH:18]=[N:19]3)=[CH:14][C:13]=2[O:23][CH3:24])[CH2:5][CH2:4][CH2:3][CH2:2]1. The catalyst class is: 2.